From a dataset of Rat liver microsome stability data. Regression/Classification. Given a drug SMILES string, predict its absorption, distribution, metabolism, or excretion properties. Task type varies by dataset: regression for continuous measurements (e.g., permeability, clearance, half-life) or binary classification for categorical outcomes (e.g., BBB penetration, CYP inhibition). Dataset: rlm. The compound is CNC(=O)Cn1cc(-c2ccc3c(c2)C(F)CC32NC(=O)N(CC(=O)N(Cc3ccc(F)cc3)[C@@H](C)C(F)(F)F)C2=O)cn1. The result is 1 (stable in rat liver microsomes).